The task is: Predict which catalyst facilitates the given reaction.. This data is from Catalyst prediction with 721,799 reactions and 888 catalyst types from USPTO. (1) Reactant: [C:1]1([C:7]([C:15]2[CH:20]=[CH:19][CH:18]=[CH:17][CH:16]=2)([CH:9]2[CH2:14][CH2:13][NH:12][CH2:11][CH2:10]2)[OH:8])[CH:6]=[CH:5][CH:4]=[CH:3][CH:2]=1.Br[CH2:22][CH2:23][C:24]1[CH:29]=[CH:28][C:27]([O:30][CH3:31])=[CH:26][CH:25]=1. Product: [CH3:31][O:30][C:27]1[CH:28]=[CH:29][C:24]([CH2:23][CH2:22][N:12]2[CH2:13][CH2:14][CH:9]([C:7]([C:15]3[CH:20]=[CH:19][CH:18]=[CH:17][CH:16]=3)([C:1]3[CH:2]=[CH:3][CH:4]=[CH:5][CH:6]=3)[OH:8])[CH2:10][CH2:11]2)=[CH:25][CH:26]=1. The catalyst class is: 10. (2) Reactant: [Cl:1][C:2]1[CH:3]=[C:4]2[C:8](=[CH:9][CH:10]=1)[CH:7]([OH:11])[CH:6]([S:12](C)(=[O:14])=[O:13])[CH2:5]2.C(N[CH:20]([CH3:22])[CH3:21])(C)C.[Li].CI.O. Product: [Cl:1][C:2]1[CH:3]=[C:4]2[C:8](=[CH:9][CH:10]=1)[CH:7]([OH:11])[CH:6]([S:12]([CH:20]([CH3:21])[CH3:22])(=[O:14])=[O:13])[CH2:5]2. The catalyst class is: 54. (3) The catalyst class is: 1. Reactant: [N:1]1([C:6]2[CH:26]=[CH:25][C:9]([CH2:10][C:11]3[C:12]([CH3:24])=[C:13]([F:23])[C:14]([CH:21]=O)=[C:15]([CH:20]=3)[C:16](OC)=[O:17])=[CH:8][CH:7]=2)[CH:5]=[CH:4][CH:3]=[N:2]1.[NH2:27][C@@H:28]1[C@@H:33]([OH:34])[CH2:32][CH2:31][O:30][CH2:29]1.S([O-])([O-])(=O)=O.[Mg+2]. Product: [F:23][C:13]1[C:12]([CH3:24])=[C:11]([CH2:10][C:9]2[CH:8]=[CH:7][C:6]([N:1]3[CH:5]=[CH:4][CH:3]=[N:2]3)=[CH:26][CH:25]=2)[CH:20]=[C:15]2[C:14]=1[CH2:21][N:27]([C@@H:28]1[C@@H:33]([OH:34])[CH2:32][CH2:31][O:30][CH2:29]1)[C:16]2=[O:17]. (4) The catalyst class is: 51. Product: [C:5]([C:7]1[CH:8]=[CH:9][C:10]([NH:13][C:14](=[O:20])[CH2:15][CH2:16][C:17]([O:19][CH2:5][CH2:7][CH2:8][CH3:9])=[O:18])=[N:11][CH:12]=1)#[N:6]. Reactant: S(Cl)(Cl)=O.[C:5]([C:7]1[CH:8]=[CH:9][C:10]([NH:13][C:14](=[O:20])[CH2:15][CH2:16][C:17]([OH:19])=[O:18])=[N:11][CH:12]=1)#[N:6]. (5) Reactant: [CH3:1][O:2][C:3](=[O:31])[C@H:4]([CH2:23][C:24]1[CH:29]=[CH:28][C:27](Br)=[CH:26][CH:25]=1)[NH:5][C:6]([C@H:8]1[CH2:13][CH2:12][C@H:11]([CH2:14][NH:15][C:16]([O:18][C:19]([CH3:22])([CH3:21])[CH3:20])=[O:17])[CH2:10][CH2:9]1)=[O:7].[Si:32]([O:39][C@H:40]1[CH2:45][CH2:44][C@H:43]([NH:46][C:47](=[O:64])[C:48]2[CH:53]=[CH:52][C:51](B3OC(C)(C)C(C)(C)O3)=[C:50]([CH3:63])[CH:49]=2)[CH2:42][CH2:41]1)([C:35]([CH3:38])([CH3:37])[CH3:36])([CH3:34])[CH3:33].C(=O)([O-])[O-].[Na+].[Na+].Cl. Product: [C:19]([O:18][C:16]([NH:15][CH2:14][C@H:11]1[CH2:12][CH2:13][C@H:8]([C:6]([NH:5][C@@H:4]([CH2:23][C:24]2[CH:29]=[CH:28][C:27]([C:51]3[CH:52]=[CH:53][C:48]([C:47](=[O:64])[NH:46][C@H:43]4[CH2:42][CH2:41][C@H:40]([O:39][Si:32]([C:35]([CH3:36])([CH3:37])[CH3:38])([CH3:33])[CH3:34])[CH2:45][CH2:44]4)=[CH:49][C:50]=3[CH3:63])=[CH:26][CH:25]=2)[C:3]([O:2][CH3:1])=[O:31])=[O:7])[CH2:9][CH2:10]1)=[O:17])([CH3:22])([CH3:21])[CH3:20]. The catalyst class is: 248. (6) Reactant: P(Cl)(Cl)(Cl)(Cl)Cl.[CH3:7][N:8]1[CH2:13]N(C)CN(C)[CH2:9]1.ClCN(CCl)C.[F:22][C:23]1[CH:46]=[CH:45][CH:44]=[C:43]([F:47])[C:24]=1[C:25]([NH:27][C:28]([NH:30][C:31]1[CH:36]=[CH:35][C:34]([S:37]([CH:39]([F:41])[F:40])=[O:38])=[CH:33][C:32]=1[F:42])=[O:29])=[O:26].C(N(CC)CC)C.[OH-].[Na+]. Product: [F:22][C:23]1[CH:46]=[CH:45][CH:44]=[C:43]([F:47])[C:24]=1[C:25]([N:27]1[CH2:9][N:8]([CH3:13])[CH2:7][N:30]([C:31]2[CH:36]=[CH:35][C:34]([S:37]([CH:39]([F:40])[F:41])=[O:38])=[CH:33][C:32]=2[F:42])[C:28]1=[O:29])=[O:26]. The catalyst class is: 4. (7) Reactant: [C:1]([O:5][C@@H:6]([C:12]1[C:13]([C:25]2[CH:30]=[CH:29][C:28]([Cl:31])=[CH:27][CH:26]=2)=[C:14]2[C:19](=[CH:20][C:21]=1[CH3:22])[N+:18]([O-])=[C:17]([CH3:24])[CH:16]=[CH:15]2)[C:7]([O:9][CH2:10][CH3:11])=[O:8])([CH3:4])([CH3:3])[CH3:2].C1(S(Cl)(=O)=O)C=CC=CC=1.[CH3:42][NH:43][C:44]1[CH:49]=[CH:48][CH:47]=[CH:46][CH:45]=1.C([O-])([O-])=O.[K+].[K+]. Product: [C:1]([O:5][C@@H:6]([C:12]1[C:13]([C:25]2[CH:30]=[CH:29][C:28]([Cl:31])=[CH:27][CH:26]=2)=[C:14]2[C:19](=[CH:20][C:21]=1[CH3:22])[N:18]=[C:17]([CH2:24][N:43]([CH3:42])[C:44]1[CH:49]=[CH:48][CH:47]=[CH:46][CH:45]=1)[CH:16]=[CH:15]2)[C:7]([O:9][CH2:10][CH3:11])=[O:8])([CH3:4])([CH3:3])[CH3:2]. The catalyst class is: 133. (8) Reactant: [Cl:1][C:2]1[CH:7]=[CH:6][C:5]([N:8]2[C:16]([NH:17][CH:18]3[CH2:23][CH2:22][CH2:21][CH2:20][CH2:19]3)=[C:15]3[C:10]([CH:11]=[CH:12][CH:13]=[CH:14]3)=[N:9]2)=[CH:4][CH:3]=1.[CH2:24]([O:26][C:27](=[O:39])[CH2:28][C:29]1[CH:34]=[CH:33][C:32]([N:35]=[C:36]=[O:37])=[C:31]([Cl:38])[CH:30]=1)[CH3:25].CCN(CC)CC. Product: [CH2:24]([O:26][C:27](=[O:39])[CH2:28][C:29]1[CH:34]=[CH:33][C:32]([NH:35][C:36]([N:17]([C:16]2[N:8]([C:5]3[CH:6]=[CH:7][C:2]([Cl:1])=[CH:3][CH:4]=3)[N:9]=[C:10]3[C:15]=2[CH:14]=[CH:13][CH:12]=[CH:11]3)[CH:18]2[CH2:23][CH2:22][CH2:21][CH2:20][CH2:19]2)=[O:37])=[C:31]([Cl:38])[CH:30]=1)[CH3:25]. The catalyst class is: 26.